From a dataset of Forward reaction prediction with 1.9M reactions from USPTO patents (1976-2016). Predict the product of the given reaction. (1) Given the reactants CCO.[CH2:4]([O:6][C:7](=[O:21])[CH2:8][S:9]/[C:10](=[C:12]1/[C@H:13]2[C@@H:15]([CH2:16][C:17]/1=O)[C:14]2([CH3:20])[CH3:19])/[CH3:11])[CH3:5], predict the reaction product. The product is: [CH2:4]([O:6][C:7]([C:8]1[S:9][C:10]([CH3:11])=[C:12]2[C:17]=1[CH2:16][C@H:15]1[C:14]([CH3:20])([CH3:19])[C@H:13]12)=[O:21])[CH3:5]. (2) Given the reactants [CH:1]([C:4]1[CH:5]=[C:6]2[C:16]([CH3:17])=[CH:15][C:14](=[O:18])[O:13][C:7]2=[C:8]([CH:10]([CH3:12])[CH3:11])[N:9]=1)([CH3:3])[CH3:2].[H-].[Al+3].[Li+].[H-].[H-].[H-], predict the reaction product. The product is: [OH:18][CH2:14]/[CH:15]=[C:16](\[C:6]1[CH:5]=[C:4]([CH:1]([CH3:2])[CH3:3])[N:9]=[C:8]([CH:10]([CH3:12])[CH3:11])[C:7]=1[OH:13])/[CH3:17].